The task is: Predict which catalyst facilitates the given reaction.. This data is from Catalyst prediction with 721,799 reactions and 888 catalyst types from USPTO. (1) Reactant: C[O:2][C:3](=[O:37])[C@@H:4]([NH:15][C:16]([C:18]1[C:19]([CH3:36])=[N:20][C:21]([NH:25][CH2:26][CH2:27][CH2:28][C:29]2[CH:34]=[CH:33][CH:32]=[C:31]([OH:35])[CH:30]=2)=[N:22][C:23]=1[CH3:24])=[O:17])[CH2:5][NH:6][C:7]([C:9]1[S:10][CH:11]=[CH:12][C:13]=1[CH3:14])=[O:8].O.[OH-].[Li+].S([O-])(O)(=O)=O.[K+]. Product: [OH:35][C:31]1[CH:30]=[C:29]([CH2:28][CH2:27][CH2:26][NH:25][C:21]2[N:20]=[C:19]([CH3:36])[C:18]([C:16]([NH:15][C@@H:4]([CH2:5][NH:6][C:7]([C:9]3[S:10][CH:11]=[CH:12][C:13]=3[CH3:14])=[O:8])[C:3]([OH:37])=[O:2])=[O:17])=[C:23]([CH3:24])[N:22]=2)[CH:34]=[CH:33][CH:32]=1. The catalyst class is: 20. (2) Reactant: [Cl:1][C:2]1[N:3]=[CH:4][C:5]2[CH:10]=[C:9]([C:11]3[C:16]([Cl:17])=[CH:15][CH:14]=[CH:13][C:12]=3[Cl:18])[N:8]([CH2:19][C@@H:20]3[CH2:25][CH2:24][CH2:23][N:22]([C:26]([O:28][C:29]([CH3:32])([CH3:31])[CH3:30])=[O:27])[CH2:21]3)[C:6]=2[N:7]=1.[F:33][B-](F)(F)F.F[B-](F)(F)F.ClC[N+]12CC[N+](F)(CC1)CC2. Product: [Cl:1][C:2]1[N:3]=[CH:4][C:5]2[C:10]([F:33])=[C:9]([C:11]3[C:16]([Cl:17])=[CH:15][CH:14]=[CH:13][C:12]=3[Cl:18])[N:8]([CH2:19][C@@H:20]3[CH2:25][CH2:24][CH2:23][N:22]([C:26]([O:28][C:29]([CH3:32])([CH3:31])[CH3:30])=[O:27])[CH2:21]3)[C:6]=2[N:7]=1. The catalyst class is: 290.